The task is: Predict the reactants needed to synthesize the given product.. This data is from Full USPTO retrosynthesis dataset with 1.9M reactions from patents (1976-2016). (1) Given the product [F:8][CH:9]([F:18])[C:10]([O:7][CH2:6][CH2:5][S:2]([CH3:1])(=[O:4])=[O:3])=[O:11], predict the reactants needed to synthesize it. The reactants are: [CH3:1][S:2]([CH2:5][CH2:6][OH:7])(=[O:4])=[O:3].[F:8][CH:9]([F:18])[C:10](O[C:10](=[O:11])[CH:9]([F:18])[F:8])=[O:11]. (2) Given the product [Si:10]([O:17][CH2:18][CH:19]([C:20]1([NH2:21])[CH2:2][CH2:1]1)[CH2:22][C:23]1[CH:24]=[CH:25][C:26]([Cl:29])=[CH:27][CH:28]=1)([C:13]([CH3:16])([CH3:15])[CH3:14])([CH3:12])[CH3:11], predict the reactants needed to synthesize it. The reactants are: [CH3:1][CH2:2][Mg+].[Br-].C1COCC1.[Si:10]([O:17][CH2:18][CH:19]([CH2:22][C:23]1[CH:28]=[CH:27][C:26]([Cl:29])=[CH:25][CH:24]=1)[C:20]#[N:21])([C:13]([CH3:16])([CH3:15])[CH3:14])([CH3:12])[CH3:11].[OH-].[Na+]. (3) Given the product [F:10][C:7]1[CH:6]=[C:3]2[C:2](=[CH:9][CH:8]=1)[N:1]=[C:21]([NH2:22])[C:20]([CH2:19][C:14]1[CH:15]=[CH:16][CH:17]=[CH:18][C:13]=1[O:12][CH3:11])=[CH:4]2, predict the reactants needed to synthesize it. The reactants are: [NH2:1][C:2]1[CH:9]=[CH:8][C:7]([F:10])=[CH:6][C:3]=1[CH:4]=O.[CH3:11][O:12][C:13]1[CH:18]=[CH:17][CH:16]=[CH:15][C:14]=1[CH2:19][CH2:20][C:21]#[N:22]. (4) Given the product [CH2:1]([C@H:8]1[CH2:9][N:10]([C:14]2[CH:22]=[C:21]3[C:17]([C:18]([CH2:28][CH3:29])=[N:19][N:20]3[CH:23]3[CH2:24][CH2:25][CH2:26][CH2:27]3)=[CH:16][CH:15]=2)[CH2:11][CH2:12][N:13]1[C:36](=[O:37])[CH2:35][C:33]1[N:32]=[CH:31][NH:30][CH:34]=1)[C:2]1[CH:3]=[CH:4][CH:5]=[CH:6][CH:7]=1, predict the reactants needed to synthesize it. The reactants are: [CH2:1]([C@@H:8]1[NH:13][CH2:12][CH2:11][N:10]([C:14]2[CH:22]=[C:21]3[C:17]([C:18]([CH2:28][CH3:29])=[N:19][N:20]3[CH:23]3[CH2:27][CH2:26][CH2:25][CH2:24]3)=[CH:16][CH:15]=2)[CH2:9]1)[C:2]1[CH:7]=[CH:6][CH:5]=[CH:4][CH:3]=1.[NH:30]1[CH:34]=[C:33]([CH2:35][C:36](O)=[O:37])[N:32]=[CH:31]1. (5) Given the product [Cl:1][C:2]1[CH:7]=[CH:6][C:5]([N:8]2[C:12]([CH3:13])=[C:11]([C:14]([NH:20][C:21]3[C:22](=[O:34])[N:23]([CH:28]4[CH2:29][CH2:30][CH2:31][CH2:32][CH2:33]4)[N:24]([CH3:27])[C:25]=3[CH3:26])=[O:16])[N:10]=[N:9]2)=[C:4]([CH:17]2[CH2:19][CH2:18]2)[CH:3]=1, predict the reactants needed to synthesize it. The reactants are: [Cl:1][C:2]1[CH:7]=[CH:6][C:5]([N:8]2[C:12]([CH3:13])=[C:11]([C:14]([OH:16])=O)[N:10]=[N:9]2)=[C:4]([CH:17]2[CH2:19][CH2:18]2)[CH:3]=1.[NH2:20][C:21]1[C:22](=[O:34])[N:23]([CH:28]2[CH2:33][CH2:32][CH2:31][CH2:30][CH2:29]2)[N:24]([CH3:27])[C:25]=1[CH3:26]. (6) Given the product [CH3:22][C:21]([O:25][CH2:39][N:40]1[C:53]2[C:48](=[CH:49][C:50]([C:9]([CH:6]3[CH2:5][CH2:4][CH:3]([O:2][CH3:1])[CH2:8][CH2:7]3)=[O:11])=[CH:51][CH:52]=2)[C:42]2([CH2:43][CH2:44][NH:45][CH2:46][CH2:47]2)[C:41]1=[O:54])=[O:24], predict the reactants needed to synthesize it. The reactants are: [CH3:1][O:2][CH:3]1[CH2:8][CH2:7][CH:6]([C:9]([OH:11])=O)[CH2:5][CH2:4]1.Cl.CN(C)CCCN=C=N[CH2:21][CH3:22].[OH2:24].[OH:25]N1C2C=CC=CC=2N=N1.COC([CH2:39][N:40]1[C:53]2[C:48](=[CH:49][CH:50]=[CH:51][CH:52]=2)[C:42]2([CH2:47][CH2:46][NH:45][CH2:44][CH2:43]2)[C:41]1=[O:54])=O. (7) Given the product [Cl:1][C:2]1[C:7]2[CH:8]=[CH:21][C:22](=[O:23])[N:10]([C:11]3[C:16]([F:17])=[CH:15][CH:14]=[CH:13][C:12]=3[F:18])[C:6]=2[N:5]=[C:4]([S:19][CH3:20])[N:3]=1, predict the reactants needed to synthesize it. The reactants are: [Cl:1][C:2]1[C:7]([CH:8]=O)=[C:6]([NH:10][C:11]2[C:16]([F:17])=[CH:15][CH:14]=[CH:13][C:12]=2[F:18])[N:5]=[C:4]([S:19][CH3:20])[N:3]=1.[CH3:21][C:22](OC(C)=O)=[O:23]. (8) Given the product [CH2:28]1[C:36]2[C:31](=[CH:32][CH:33]=[CH:34][CH:35]=2)[CH2:30][N:29]1[CH2:2][CH2:3][O:4][C:5]1[C:10]([CH3:11])=[CH:9][C:8]([C:12]2[NH:21][C:20](=[O:22])[C:19]3[C:14](=[CH:15][C:16]([O:25][CH3:26])=[CH:17][C:18]=3[O:23][CH3:24])[N:13]=2)=[CH:7][C:6]=1[CH3:27], predict the reactants needed to synthesize it. The reactants are: Br[CH2:2][CH2:3][O:4][C:5]1[C:10]([CH3:11])=[CH:9][C:8]([C:12]2[NH:21][C:20](=[O:22])[C:19]3[C:14](=[CH:15][C:16]([O:25][CH3:26])=[CH:17][C:18]=3[O:23][CH3:24])[N:13]=2)=[CH:7][C:6]=1[CH3:27].[CH2:28]1[C:36]2[C:31](=[CH:32][CH:33]=[CH:34][CH:35]=2)[CH2:30][NH:29]1. (9) Given the product [Cl:14][C:13]1[C:8]([C:5](=[N:4][O:3][CH2:1][CH3:2])[CH2:6][NH:7][C:30](=[O:31])[C:29]2[CH:33]=[CH:34][CH:35]=[CH:36][C:28]=2[C:27]([F:26])([F:37])[F:38])=[N:9][CH:10]=[C:11]([C:15]([F:18])([F:17])[F:16])[CH:12]=1, predict the reactants needed to synthesize it. The reactants are: [CH2:1]([O:3][N:4]=[C:5]([C:8]1[C:13]([Cl:14])=[CH:12][C:11]([C:15]([F:18])([F:17])[F:16])=[CH:10][N:9]=1)[CH2:6][NH2:7])[CH3:2].C(N(CC)CC)C.[F:26][C:27]([F:38])([F:37])[C:28]1[CH:36]=[CH:35][CH:34]=[CH:33][C:29]=1[C:30](Cl)=[O:31].O.